This data is from Reaction yield outcomes from USPTO patents with 853,638 reactions. The task is: Predict the reaction yield, written as a fraction of the theoretical maximum amount of product (1.0 means a 100% yield; for example, 0.34 means a 34% yield). (1) The reactants are [NH2:1][CH:2]1[CH2:7][CH2:6][N:5]([C:8]2[CH:13]=[C:12]([C:14]3[CH:19]=[CH:18][C:17]([F:20])=[CH:16][C:15]=3[CH3:21])[C:11]([N:22]([CH3:42])[C:23](=[O:41])[C:24]([C:27]3[CH:32]=[C:31]([C:33]([F:36])([F:35])[F:34])[CH:30]=[C:29]([C:37]([F:40])([F:39])[F:38])[CH:28]=3)([CH3:26])[CH3:25])=[CH:10][N:9]=2)[CH2:4][CH2:3]1.C(N(CC)C(C)C)(C)C.[C:52](Cl)(=[O:54])[CH3:53]. The catalyst is ClCCl. The product is [C:52]([NH:1][CH:2]1[CH2:7][CH2:6][N:5]([C:8]2[CH:13]=[C:12]([C:14]3[CH:19]=[CH:18][C:17]([F:20])=[CH:16][C:15]=3[CH3:21])[C:11]([N:22]([CH3:42])[C:23](=[O:41])[C:24]([C:27]3[CH:28]=[C:29]([C:37]([F:39])([F:40])[F:38])[CH:30]=[C:31]([C:33]([F:34])([F:35])[F:36])[CH:32]=3)([CH3:26])[CH3:25])=[CH:10][N:9]=2)[CH2:4][CH2:3]1)(=[O:54])[CH3:53]. The yield is 0.950. (2) The reactants are [CH:1]1([CH2:6][CH:7]([C:11]2[CH:16]=[CH:15][C:14]([N+:17]([O-])=O)=[CH:13][CH:12]=2)[C:8]([OH:10])=[O:9])[CH2:5][CH2:4][CH2:3][CH2:2]1.[H][H]. The catalyst is C(OCC)(=O)C.[Pd]. The product is [NH2:17][C:14]1[CH:13]=[CH:12][C:11]([CH:7]([CH2:6][CH:1]2[CH2:5][CH2:4][CH2:3][CH2:2]2)[C:8]([OH:10])=[O:9])=[CH:16][CH:15]=1. The yield is 1.00. (3) The reactants are [C:1](Cl)(=[O:5])[CH2:2][CH2:3][CH3:4].[NH2:7][C:8]1[C:16]2[C:11](=[N:12][CH:13]=[C:14]([Br:31])[C:15]=2[N:17]2[CH2:22][CH2:21][CH2:20][C@@H:19]([NH:23][C:24](=[O:30])[O:25][C:26]([CH3:29])([CH3:28])[CH3:27])[CH2:18]2)[NH:10][CH:9]=1.C(N(CC)CC)C.[Li+].[OH-]. The catalyst is ClCCl.CN1C(=O)CCC1.C1COCC1.CC#N.O. The product is [Br:31][C:14]1[C:15]([N:17]2[CH2:22][CH2:21][CH2:20][C@@H:19]([NH:23][C:24](=[O:30])[O:25][C:26]([CH3:28])([CH3:27])[CH3:29])[CH2:18]2)=[C:16]2[C:8]([NH:7][C:1](=[O:5])[CH2:2][CH2:3][CH3:4])=[CH:9][NH:10][C:11]2=[N:12][CH:13]=1. The yield is 1.00. (4) The reactants are [C:1]([N:8]1[CH2:13][CH2:12][CH:11]([CH:14]=O)[CH2:10][CH2:9]1)([O:3][C:4]([CH3:7])([CH3:6])[CH3:5])=[O:2].[NH2:16][C:17]1[CH:32]=[CH:31][C:30]([F:33])=[CH:29][C:18]=1[C:19]([NH:21][C:22]1[CH:27]=[CH:26][C:25]([Cl:28])=[CH:24][N:23]=1)=[O:20].C1(C)C=CC(S([O-])(=O)=O)=CC=1.[NH+]1C=CC=CC=1.O. The catalyst is C1C=CC=CC=1. The product is [C:1]([N:8]1[CH2:9][CH2:10][CH:11]([CH:14]=[N:16][C:17]2[CH:32]=[CH:31][C:30]([F:33])=[CH:29][C:18]=2[C:19]([NH:21][C:22]2[CH:27]=[CH:26][C:25]([Cl:28])=[CH:24][N:23]=2)=[O:20])[CH2:12][CH2:13]1)([O:3][C:4]([CH3:5])([CH3:6])[CH3:7])=[O:2]. The yield is 0.930. (5) The reactants are [CH3:1][N:2]1[C:10]2[C:5](=[CH:6][CH:7]=[CH:8][C:9]=2[O:11][C:12]2[CH:17]=[CH:16][N:15]=[CH:14][CH:13]=2)[CH:4]=[C:3]1[C:18]([OH:20])=O.CCN([CH:27]([CH3:29])[CH3:28])C(C)C.CN(C(O[N:38]1N=N[C:40]2[CH:41]=[CH:42][CH:43]=[N:44][C:39]1=2)=[N+](C)C)C.F[P-](F)(F)(F)(F)F.[CH:54]1C=NC2N(O)N=NC=2C=1.C[O:65][C:66]1[CH:71]=[CH:70]C(N)=CC=1.C[CH2:74][O:75][C:76](C)=O. The catalyst is CN(C=O)C. The product is [C:27]([C:41]1[CH:40]=[C:39]([N:38]2[CH2:70][CH2:71][C:66]2=[O:65])[C:74]([O:75][CH3:76])=[C:43]([NH:44][C:18]([C:3]2[N:2]([CH3:1])[C:10]3[C:5]([CH:4]=2)=[CH:6][CH:7]=[CH:8][C:9]=3[O:11][C:12]2[CH:13]=[CH:14][N:15]=[CH:16][CH:17]=2)=[O:20])[CH:42]=1)([CH3:29])([CH3:54])[CH3:28]. The yield is 0.750. (6) The reactants are [O:1]=[C:2]1[NH:11]C2C(C(O)=O)=CC=CC=2N2C=[CH:16][CH:17]=[C:3]12.[Cl-].[NH4+].[CH3:20][CH2:21][N:22]=[C:23]=[N:24][CH2:25][CH2:26][CH2:27][N:28]([CH3:30])C.Cl.C1C=CC2N(O)N=NC=2C=1.CCN(C(C)C)C(C)C. The catalyst is O1CCOCC1.O. The product is [CH:23]1[N:22]2[C:21]3[CH:20]=[CH:16][CH:17]=[C:3]([C:2]([NH2:11])=[O:1])[C:30]=3[N:28]=[CH:27][C:26]2=[CH:25][N:24]=1. The yield is 0.520. (7) The reactants are [NH2:1][C:2]1[C:11]2[C:6](=[C:7](Br)[CH:8]=[CH:9][CH:10]=2)[N:5]=[N:4][C:3]=1[C:13]([NH:15][CH2:16][CH2:17][CH3:18])=[O:14].[N:19]1[CH:24]=[CH:23][CH:22]=[C:21](B(O)O)[CH:20]=1. No catalyst specified. The product is [NH2:1][C:2]1[C:11]2[C:6](=[C:7]([C:21]3[CH:20]=[N:19][CH:24]=[CH:23][CH:22]=3)[CH:8]=[CH:9][CH:10]=2)[N:5]=[N:4][C:3]=1[C:13]([NH:15][CH2:16][CH2:17][CH3:18])=[O:14]. The yield is 0.740. (8) The reactants are [ClH:1].Cl.[NH2:3][C:4]1[NH:5][C:6](=[CH:10][CH2:11][CH2:12][NH2:13])[C:7](=[O:9])[N:8]=1.Cl.NC1NC=C(CCCN[C:25]([C:27]2[N:28]([CH3:34])[C:29]([Br:33])=[C:30]([Br:32])[CH:31]=2)=[O:26])N=1. No catalyst specified. The product is [ClH:1].[NH2:3][C:4]1[NH:5][C:6](=[CH:10][CH2:11][CH2:12][NH:13][C:25]([C:27]2[N:28]([CH3:34])[C:29]([Br:33])=[C:30]([Br:32])[CH:31]=2)=[O:26])[C:7](=[O:9])[N:8]=1. The yield is 0.470. (9) The reactants are [C:1]([O-:4])([O-])=[O:2].[Na+].[Na+].ClC(Cl)(Cl)[C:9]1[NH:13][C:12]2[CH:14]=[CH:15][CH:16]=[CH:17][C:11]=2[N:10]=1.Cl.[CH3:21]O. No catalyst specified. The product is [CH3:21][O:4][C:1]([C:9]1[NH:13][C:12]2[CH:14]=[CH:15][CH:16]=[CH:17][C:11]=2[N:10]=1)=[O:2]. The yield is 0.830.